This data is from Peptide-MHC class I binding affinity with 185,985 pairs from IEDB/IMGT. The task is: Regression. Given a peptide amino acid sequence and an MHC pseudo amino acid sequence, predict their binding affinity value. This is MHC class I binding data. (1) The peptide sequence is KEGKLQCRI. The MHC is HLA-A24:03 with pseudo-sequence HLA-A24:03. The binding affinity (normalized) is 0.0847. (2) The peptide sequence is YQYLIIQNRT. The MHC is H-2-Db with pseudo-sequence H-2-Db. The binding affinity (normalized) is 0. (3) The peptide sequence is RRRWRRLTV. The MHC is HLA-B40:01 with pseudo-sequence HLA-B40:01. The binding affinity (normalized) is 0. (4) The peptide sequence is FTEQAFYTR. The MHC is HLA-A01:01 with pseudo-sequence HLA-A01:01. The binding affinity (normalized) is 0.0593.